This data is from Reaction yield outcomes from USPTO patents with 853,638 reactions. The task is: Predict the reaction yield, written as a fraction of the theoretical maximum amount of product (1.0 means a 100% yield; for example, 0.34 means a 34% yield). The reactants are [OH:1][C:2]1[CH:11]=[CH:10][C:9]([N:12]2[CH2:17][CH2:16][O:15][CH2:14][CH2:13]2)=[CH:8][C:3]=1[C:4]([O:6]C)=[O:5].[Li+].[OH-]. The catalyst is CO.O. The product is [OH:1][C:2]1[CH:11]=[CH:10][C:9]([N:12]2[CH2:13][CH2:14][O:15][CH2:16][CH2:17]2)=[CH:8][C:3]=1[C:4]([OH:6])=[O:5]. The yield is 0.868.